Dataset: Forward reaction prediction with 1.9M reactions from USPTO patents (1976-2016). Task: Predict the product of the given reaction. (1) The product is: [OH:18][CH:9]([C:6]1[CH:5]=[CH:4][C:3]([O:2][CH3:1])=[CH:8][CH:7]=1)[C:10]([C:12]1[CH:13]=[CH:14][CH:15]=[CH:16][CH:17]=1)=[O:11]. Given the reactants [CH3:1][O:2][C:3]1[CH:8]=[CH:7][C:6]([CH:9]([O:18][Si](C)(C)C)[C:10]([C:12]2[CH:17]=[CH:16][CH:15]=[CH:14][CH:13]=2)=[O:11])=[CH:5][CH:4]=1.FC(F)(F)C(O)=O.C(=O)([O-])[O-].[Na+].[Na+].C(OCC)(=O)C, predict the reaction product. (2) Given the reactants [CH2:1]([NH:8][C:9]([C:11]1[CH:20]=[CH:19][C:18]2[C:13](=[C:14](Br)[CH:15]=[N:16][CH:17]=2)[N:12]=1)=[O:10])[C:2]1[CH:7]=[CH:6][CH:5]=[CH:4][CH:3]=1.[Cl:22][C:23]1[CH:28]=[CH:27][CH:26]=[CH:25][C:24]=1B(O)O.C(=O)([O-])[O-].[Cs+].[Cs+], predict the reaction product. The product is: [CH2:1]([NH:8][C:9]([C:11]1[CH:20]=[CH:19][C:18]2[C:13](=[C:14]([C:24]3[CH:25]=[CH:26][CH:27]=[CH:28][C:23]=3[Cl:22])[CH:15]=[N:16][CH:17]=2)[N:12]=1)=[O:10])[C:2]1[CH:7]=[CH:6][CH:5]=[CH:4][CH:3]=1.